Task: Predict which catalyst facilitates the given reaction.. Dataset: Catalyst prediction with 721,799 reactions and 888 catalyst types from USPTO (1) Reactant: C1CCCCCCC(=O)OCCCCCCC1.NCCCN.[C:23]([O:30]C([O-])=O)(=O)[O:24][C:25]([CH3:28])([CH3:27])[CH3:26].[NH2:34][CH2:35][CH2:36][CH2:37][NH:38][C:39](=[O:55])[CH2:40][CH2:41][CH2:42][CH2:43][CH2:44][CH2:45][CH2:46][CH2:47][CH2:48][CH2:49][CH2:50][CH2:51][CH2:52][CH2:53][OH:54]. Product: [C:25]([O:24][C:23](=[O:30])[NH:34][CH2:35][CH2:36][CH2:37][NH:38][C:39](=[O:55])[CH2:40][CH2:41][CH2:42][CH2:43][CH2:44][CH2:45][CH2:46][CH2:47][CH2:48][CH2:49][CH2:50][CH2:51][CH2:52][CH2:53][OH:54])([CH3:26])([CH3:27])[CH3:28]. The catalyst class is: 5. (2) Reactant: [F:1][C:2]1[CH:7]=[C:6]([O:8]C)[C:5]([F:10])=[CH:4][C:3]=1[C:11]1[C:12]([CH3:18])([CH3:17])[C:13](=[O:16])[NH:14][N:15]=1.[Cl-].[Al+3].[Cl-].[Cl-]. Product: [F:1][C:2]1[CH:7]=[C:6]([OH:8])[C:5]([F:10])=[CH:4][C:3]=1[C:11]1[C:12]([CH3:18])([CH3:17])[C:13](=[O:16])[NH:14][N:15]=1. The catalyst class is: 4. (3) Reactant: [Br:1][C:2]1[C:18]([F:19])=[CH:17][C:5]([C:6]([NH:8][C:9]2[CH:13]=[CH:12][S:11][C:10]=2[C:14]([NH2:16])=[O:15])=O)=[C:4]([F:20])[CH:3]=1.[OH-].[Na+]. Product: [Br:1][C:2]1[C:18]([F:19])=[CH:17][C:5]([C:6]2[NH:8][C:9]3[CH:13]=[CH:12][S:11][C:10]=3[C:14](=[O:15])[N:16]=2)=[C:4]([F:20])[CH:3]=1. The catalyst class is: 5. (4) Reactant: [CH3:1][N:2]1[CH2:7][CH2:6][N:5]([C:8]2[CH:13]=[CH:12][C:11]([NH2:14])=[CH:10][CH:9]=2)[CH2:4][CH2:3]1.C(=O)([O-])[O-].[K+].[K+].CN(C)C=O.[Cl:26][C:27]1[C:32]([C:33]2[CH:38]=[CH:37][N:36]=[C:35](S(C)(=O)=O)[N:34]=2)=[CH:31][CH:30]=[CH:29][N:28]=1. Product: [Cl:26][C:27]1[C:32]([C:33]2[CH:38]=[CH:37][N:36]=[C:35]([NH:14][C:11]3[CH:12]=[CH:13][C:8]([N:5]4[CH2:4][CH2:3][N:2]([CH3:1])[CH2:7][CH2:6]4)=[CH:9][CH:10]=3)[N:34]=2)=[CH:31][CH:30]=[CH:29][N:28]=1. The catalyst class is: 6. (5) Reactant: N[C:2]1[CH:3]=[C:4](O)[C:5](=[CH:9][CH:10]=1)[C:6]([OH:8])=[O:7].[CH3:12][CH2:13][CH2:14][C@H:15]([NH:24][C:25]([C@H:27]1[N:34]([C:35]([C@@H:37]([NH:42][C:43]([C@@H:45]([NH:52][C:53]([C:55]2[CH:56]=[N:57][CH:58]=[CH:59][N:60]=2)=[O:54])[CH:46]2[CH2:51][CH2:50][CH2:49][CH2:48][CH2:47]2)=[O:44])[C:38]([CH3:41])([CH3:40])[CH3:39])=[O:36])[CH2:33][C@H:32]2[C@@H:28]1[CH2:29][CH2:30][CH2:31]2)=[O:26])[C:16]([C:18]([NH:20][CH:21]1[CH2:23][CH2:22]1)=[O:19])=[O:17]. Product: [CH3:12][CH2:13][CH2:14][C@H:15]([NH:24][C:25]([C@H:27]1[N:34]([C:35]([C@@H:37]([NH:42][C:43]([C@@H:45]([NH:52][C:53]([C:55]2[CH:56]=[N:57][CH:58]=[CH:59][N:60]=2)=[O:54])[CH:46]2[CH2:51][CH2:50][CH2:49][CH2:48][CH2:47]2)=[O:44])[C:38]([CH3:39])([CH3:40])[CH3:41])=[O:36])[CH2:33][C@H:32]2[C@@H:28]1[CH2:29][CH2:30][CH2:31]2)=[O:26])[C:16]([C:18]([NH:20][CH:21]1[CH2:22][CH2:23]1)=[O:19])=[O:17].[OH:17][C:2]1[CH:3]=[CH:4][C:5]([C:6]([OH:8])=[O:7])=[CH:9][CH:10]=1. The catalyst class is: 10. (6) Reactant: [OH-].[Na+].[CH3:3][N:4]([CH2:14][C:15]1[CH:16]=[C:17]([C:21]2[S:25][C:24]([CH:26]=[CH:27][C:28]([O:30]C)=[O:29])=[CH:23][CH:22]=2)[CH:18]=[CH:19][CH:20]=1)[C:5](=[O:13])[CH2:6][CH2:7][CH2:8][CH2:9][CH2:10][CH2:11][CH3:12].O1CCCC1.CO.O. Product: [CH3:3][N:4]([CH2:14][C:15]1[CH:16]=[C:17]([C:21]2[S:25][C:24]([CH:26]=[CH:27][C:28]([OH:30])=[O:29])=[CH:23][CH:22]=2)[CH:18]=[CH:19][CH:20]=1)[C:5](=[O:13])[CH2:6][CH2:7][CH2:8][CH2:9][CH2:10][CH2:11][CH3:12]. The catalyst class is: 15. (7) Reactant: C(OC([NH:8][CH2:9][CH2:10][C:11]1[CH:51]=[CH:50][C:14]([CH2:15][C:16]2[C:17]([CH3:49])=[CH:18][C:19]([O:45][C:46](=[O:48])[CH3:47])=[C:20]([C@@H:22]3[O:39][C@H:38]([CH2:40][O:41][C:42](=[O:44])[CH3:43])[C@@H:33]([O:34][C:35](=[O:37])[CH3:36])[C@H:28]([O:29][C:30](=[O:32])[CH3:31])[C@H:23]3[O:24][C:25](=[O:27])[CH3:26])[CH:21]=2)=[CH:13][CH:12]=1)=O)(C)(C)C.FC(F)(F)C([O-])=O. Product: [NH2:8][CH2:9][CH2:10][C:11]1[CH:12]=[CH:13][C:14]([CH2:15][C:16]2[C:17]([CH3:49])=[CH:18][C:19]([O:45][C:46](=[O:48])[CH3:47])=[C:20]([C@@H:22]3[O:39][C@H:38]([CH2:40][O:41][C:42](=[O:44])[CH3:43])[C@@H:33]([O:34][C:35](=[O:37])[CH3:36])[C@H:28]([O:29][C:30](=[O:32])[CH3:31])[C@H:23]3[O:24][C:25](=[O:27])[CH3:26])[CH:21]=2)=[CH:50][CH:51]=1. The catalyst class is: 22.